Task: Regression/Classification. Given a drug SMILES string, predict its toxicity properties. Task type varies by dataset: regression for continuous values (e.g., LD50, hERG inhibition percentage) or binary classification for toxic/non-toxic outcomes (e.g., AMES mutagenicity, cardiotoxicity, hepatotoxicity). Dataset: dili.. Dataset: Drug-induced liver injury (DILI) classification data (1) The compound is C[N+](C)(C)CCOC(=O)CCC(=O)OCC[N+](C)(C)C. The result is 0 (no liver injury). (2) The molecule is COc1cc2c(c(OC)c1OC)-c1ccc(OC)c(=O)cc1C(NC(C)=O)CC2. The result is 0 (no liver injury). (3) The molecule is CNC(C)Cc1ccccc1. The result is 0 (no liver injury).